From a dataset of Full USPTO retrosynthesis dataset with 1.9M reactions from patents (1976-2016). Predict the reactants needed to synthesize the given product. Given the product [C:22]([S@:25]([N:27]=[C:2]1[C:11]2[C:6](=[CH:7][CH:8]=[CH:9][CH:10]=2)[O:5][C@H:4]([C:12]2[S:13][C:14]([C:17]([O:19][CH2:20][CH3:29])=[O:18])=[CH:15][N:16]=2)[CH2:3]1)=[O:26])([CH3:24])([CH3:23])[CH3:21], predict the reactants needed to synthesize it. The reactants are: O=[C:2]1[C:11]2[C:6](=[CH:7][CH:8]=[CH:9][CH:10]=2)[O:5][CH:4]([C:12]2[S:13][C:14]([C:17]([O:19][CH3:20])=[O:18])=[CH:15][N:16]=2)[CH2:3]1.[CH3:21][C:22]([S@:25]([NH2:27])=[O:26])([CH3:24])[CH3:23].O1CCC[CH2:29]1.